Dataset: Peptide-MHC class I binding affinity with 185,985 pairs from IEDB/IMGT. Task: Regression. Given a peptide amino acid sequence and an MHC pseudo amino acid sequence, predict their binding affinity value. This is MHC class I binding data. (1) The peptide sequence is HIFYQLANV. The MHC is HLA-A02:01 with pseudo-sequence HLA-A02:01. The binding affinity (normalized) is 0.837. (2) The peptide sequence is HQDDGQPRL. The binding affinity (normalized) is 0.0847. The MHC is HLA-B46:01 with pseudo-sequence HLA-B46:01. (3) The peptide sequence is KLITQPLPA. The MHC is HLA-B18:01 with pseudo-sequence HLA-B18:01. The binding affinity (normalized) is 0.0847. (4) The peptide sequence is HSNLNDTTY. The MHC is HLA-A23:01 with pseudo-sequence HLA-A23:01. The binding affinity (normalized) is 0.0847. (5) The binding affinity (normalized) is 0.0847. The peptide sequence is MIDSDEWVY. The MHC is HLA-A03:01 with pseudo-sequence HLA-A03:01.